From a dataset of Catalyst prediction with 721,799 reactions and 888 catalyst types from USPTO. Predict which catalyst facilitates the given reaction. (1) Reactant: C(OC([N:6]1[CH2:27][CH2:26][C:10]2[C:11]3[CH:12]([C:20]4[CH:21]=[N:22][CH:23]=[CH:24][CH:25]=4)[C:13]([F:19])([F:18])[CH2:14][C:15]=3[CH:16]=[CH:17][C:9]=2[CH2:8][CH2:7]1)=O)C.Br. Product: [F:19][C:13]1([F:18])[CH:12]([C:20]2[CH:21]=[N:22][CH:23]=[CH:24][CH:25]=2)[C:11]2[C:10]3[CH2:26][CH2:27][NH:6][CH2:7][CH2:8][C:9]=3[CH:17]=[CH:16][C:15]=2[CH2:14]1. The catalyst class is: 15. (2) Product: [Br:1][C:2]1[CH:7]=[CH:6][C:5]([C:8](=[N:22][O:23][CH2:24][CH3:25])[CH:9]2[CH2:10][CH2:11][N:12]([C:15]3([CH3:21])[CH2:20][CH2:19][N:18]([C:38]([C:29]4[CH:28]=[C:27]([OH:26])[C:36]5[C:31](=[C:32]([CH3:37])[CH:33]=[CH:34][CH:35]=5)[N:30]=4)=[O:39])[CH2:17][CH2:16]3)[CH2:13][CH2:14]2)=[CH:4][CH:3]=1. The catalyst class is: 3. Reactant: [Br:1][C:2]1[CH:7]=[CH:6][C:5]([C:8](=[N:22][O:23][CH2:24][CH3:25])[CH:9]2[CH2:14][CH2:13][N:12]([C:15]3([CH3:21])[CH2:20][CH2:19][NH:18][CH2:17][CH2:16]3)[CH2:11][CH2:10]2)=[CH:4][CH:3]=1.[OH:26][C:27]1[C:36]2[C:31](=[C:32]([CH3:37])[CH:33]=[CH:34][CH:35]=2)[N:30]=[C:29]([C:38](O)=[O:39])[CH:28]=1.CCN(CC)CC.CN(C(ON1N=NC2C=CC=NC1=2)=[N+](C)C)C.F[P-](F)(F)(F)(F)F. (3) Product: [C:1]([O:5][C:6](=[O:47])[CH2:7][CH2:8][C:9]1[CH:14]=[CH:13][C:12]([O:15][CH2:16][CH2:17][C:18]2[N:19]=[C:20]([C:24]3[CH:25]=[CH:26][C:27]([OH:50])=[CH:28][CH:29]=3)[O:21][C:22]=2[CH3:23])=[CH:11][C:10]=1[CH2:39][NH:40][C:41]([O:43][CH:44]([CH3:45])[CH3:46])=[O:42])([CH3:2])([CH3:3])[CH3:4]. The catalyst class is: 20. Reactant: [C:1]([O:5][C:6](=[O:47])[CH2:7][CH2:8][C:9]1[CH:14]=[CH:13][C:12]([O:15][CH2:16][CH2:17][C:18]2[N:19]=[C:20]([C:24]3[CH:29]=[CH:28][C:27](B4OC(C)(C)C(C)(C)O4)=[CH:26][CH:25]=3)[O:21][C:22]=2[CH3:23])=[CH:11][C:10]=1[CH2:39][NH:40][C:41]([O:43][CH:44]([CH3:46])[CH3:45])=[O:42])([CH3:4])([CH3:3])[CH3:2].C(O)(=[O:50])C.OO.[O-]S([O-])(=S)=O.[Na+].[Na+]. (4) Reactant: [CH3:1][C:2]([C:9]1[CH:14]=[CH:13][C:12]([C:15](=[O:33])[NH:16][C:17]2[CH:22]=[C:21]([C:23]3[CH:28]=[CH:27][CH:26]=[CH:25][CH:24]=3)[N:20]3[N:29]=[C:30]([CH3:32])[CH:31]=[C:19]3[N:18]=2)=[CH:11][CH:10]=1)([CH3:8])[CH2:3][C:4]([O:6]C)=[O:5].[OH-].[Li+]. Product: [CH3:8][C:2]([C:9]1[CH:10]=[CH:11][C:12]([C:15](=[O:33])[NH:16][C:17]2[CH:22]=[C:21]([C:23]3[CH:24]=[CH:25][CH:26]=[CH:27][CH:28]=3)[N:20]3[N:29]=[C:30]([CH3:32])[CH:31]=[C:19]3[N:18]=2)=[CH:13][CH:14]=1)([CH3:1])[CH2:3][C:4]([OH:6])=[O:5]. The catalyst class is: 5. (5) Reactant: [F:1][C:2]1[CH:3]=[C:4]2[C:9](=[CH:10][CH:11]=1)[N:8]=[C:7]([C:12]1[CH:17]=[CH:16][CH:15]=[CH:14][CH:13]=1)[C:6]([CH3:18])=[C:5]2[C:19](O)=[O:20].C(Cl)(=O)C(Cl)=O.[CH:28]1([C@@H:34]([NH2:36])[CH3:35])[CH2:33][CH2:32][CH2:31][CH2:30][CH2:29]1.C([O-])([O-])=O.[K+].[K+]. Product: [CH:28]1([C@@H:34]([NH:36][C:19]([C:5]2[C:4]3[C:9](=[CH:10][CH:11]=[C:2]([F:1])[CH:3]=3)[N:8]=[C:7]([C:12]3[CH:17]=[CH:16][CH:15]=[CH:14][CH:13]=3)[C:6]=2[CH3:18])=[O:20])[CH3:35])[CH2:33][CH2:32][CH2:31][CH2:30][CH2:29]1. The catalyst class is: 59. (6) Reactant: [CH:1]1([NH:7][C:8]([C:10]2[N:11]([CH3:30])[C:12]([C:23]3[CH:28]=[CH:27][C:26]([Cl:29])=[CH:25][CH:24]=3)=[C:13]([C:15]3[CH:20]=[CH:19][C:18]([Cl:21])=[CH:17][C:16]=3[Cl:22])[N:14]=2)=[O:9])[CH2:6][CH2:5][CH2:4][CH2:3][CH2:2]1.CI.[H-].[Na+].[C:35](=O)(O)[O-].[Na+]. Product: [CH3:35][N:7]([CH:1]1[CH2:2][CH2:3][CH2:4][CH2:5][CH2:6]1)[C:8]([C:10]1[N:11]([CH3:30])[C:12]([C:23]2[CH:28]=[CH:27][C:26]([Cl:29])=[CH:25][CH:24]=2)=[C:13]([C:15]2[CH:20]=[CH:19][C:18]([Cl:21])=[CH:17][C:16]=2[Cl:22])[N:14]=1)=[O:9]. The catalyst class is: 3. (7) Reactant: [Cl:1][C:2]1[CH:3]=[C:4]([C:9]2([C:24]([F:27])([F:26])[F:25])[O:13][N:12]=[C:11]([C:14]3[O:18][C:17]([CH3:19])=[C:16]([C:20]([O:22]C)=[O:21])[CH:15]=3)[CH2:10]2)[CH:5]=[C:6]([Cl:8])[CH:7]=1.Cl. Product: [Cl:8][C:6]1[CH:5]=[C:4]([C:9]2([C:24]([F:25])([F:27])[F:26])[O:13][N:12]=[C:11]([C:14]3[O:18][C:17]([CH3:19])=[C:16]([C:20]([OH:22])=[O:21])[CH:15]=3)[CH2:10]2)[CH:3]=[C:2]([Cl:1])[CH:7]=1. The catalyst class is: 20. (8) Reactant: BrC1C=C(C(Cl)=O)C=CC=1.[Cl:11][C:12]1[CH:13]=[C:14]([CH:16]=[CH:17][C:18]=1[O:19][C:20]1[C:29]2[C:24](=[CH:25][C:26]([O:32][CH3:33])=[C:27]([O:30][CH3:31])[CH:28]=2)[N:23]=[CH:22][CH:21]=1)[NH2:15].[Br:34][C:35]1[CH:36]=[C:37]([C:41]([N:43]=[C:44]=[S:45])=[O:42])[CH:38]=[CH:39][CH:40]=1. Product: [Br:34][C:35]1[CH:36]=[C:37]([C:41]([N:43]=[C:44]=[S:45])=[O:42])[CH:38]=[CH:39][CH:40]=1.[Br:34][C:35]1[CH:36]=[C:37]([CH:38]=[CH:39][CH:40]=1)[C:41]([NH:43][C:44]([NH:15][C:14]1[CH:16]=[CH:17][C:18]([O:19][C:20]2[C:29]3[C:24](=[CH:25][C:26]([O:32][CH3:33])=[C:27]([O:30][CH3:31])[CH:28]=3)[N:23]=[CH:22][CH:21]=2)=[C:12]([Cl:11])[CH:13]=1)=[S:45])=[O:42]. The catalyst class is: 234. (9) Reactant: [Br:1][C:2](Br)=[N:3][OH:4].[C:6]([O:10][CH2:11][CH3:12])(=[O:9])[C:7]#[CH:8].C(=O)(O)[O-].[K+]. Product: [Br:1][C:2]1[CH:8]=[C:7]([C:6]([O:10][CH2:11][CH3:12])=[O:9])[O:4][N:3]=1. The catalyst class is: 88. (10) Reactant: [CH3:1][O:2][C:3](=[O:40])[C@@H:4]([NH:32][C:33]([O:35][C:36]([CH3:39])([CH3:38])[CH3:37])=[O:34])[CH2:5][C:6]1[CH:31]=[CH:30][C:9]2[O:10][C@@H:11]([C:14]3[CH:19]=[CH:18][C:17]([O:20]CC4C=CC(Cl)=C(Cl)C=4)=[CH:16][CH:15]=3)[CH2:12][O:13][C:8]=2[CH:7]=1. Product: [CH3:1][O:2][C:3](=[O:40])[C@@H:4]([NH:32][C:33]([O:35][C:36]([CH3:38])([CH3:37])[CH3:39])=[O:34])[CH2:5][C:6]1[CH:31]=[CH:30][C:9]2[O:10][C@@H:11]([C:14]3[CH:19]=[CH:18][C:17]([OH:20])=[CH:16][CH:15]=3)[CH2:12][O:13][C:8]=2[CH:7]=1. The catalyst class is: 381.